From a dataset of Forward reaction prediction with 1.9M reactions from USPTO patents (1976-2016). Predict the product of the given reaction. (1) Given the reactants Cl[C:2]1[C:11]2[C:6](=[CH:7][CH:8]=[CH:9][C:10]=2[Cl:12])[CH:5]=[CH:4][N:3]=1.Cl.[C:14]([C:18]1[CH:23]=[CH:22][C:21]([NH2:24])=[CH:20][CH:19]=1)([CH3:17])([CH3:16])[CH3:15].C([O-])(O)=O.[Na+], predict the reaction product. The product is: [C:14]([C:18]1[CH:19]=[CH:20][C:21]([NH:24][C:2]2[C:11]3[C:6](=[CH:7][CH:8]=[CH:9][C:10]=3[Cl:12])[CH:5]=[CH:4][N:3]=2)=[CH:22][CH:23]=1)([CH3:17])([CH3:15])[CH3:16]. (2) Given the reactants C1(C2C(CN3CCC(CF)(C4C=CC(F)=CC=4)CC3)=CC(F)=C(C=2)C(OC(C)(C)C)=O)CC1.[CH:34]1([C:37]2[C:38]([CH2:51][N:52]3[CH2:57][CH2:56][C:55]([C:61]4[CH:66]=[CH:65][C:64]([F:67])=[CH:63][CH:62]=4)([CH2:58][O:59][CH3:60])[CH2:54][CH2:53]3)=[CH:39][C:40]([F:50])=[C:41]([CH:49]=2)[C:42]([O:44]C(C)(C)C)=[O:43])[CH2:36][CH2:35]1, predict the reaction product. The product is: [CH:34]1([C:37]2[C:38]([CH2:51][N:52]3[CH2:53][CH2:54][C:55]([C:61]4[CH:66]=[CH:65][C:64]([F:67])=[CH:63][CH:62]=4)([CH2:58][O:59][CH3:60])[CH2:56][CH2:57]3)=[CH:39][C:40]([F:50])=[C:41]([CH:49]=2)[C:42]([OH:44])=[O:43])[CH2:36][CH2:35]1.